From a dataset of NCI-60 drug combinations with 297,098 pairs across 59 cell lines. Regression. Given two drug SMILES strings and cell line genomic features, predict the synergy score measuring deviation from expected non-interaction effect. (1) Drug 1: C1=CC(=C2C(=C1NCCNCCO)C(=O)C3=C(C=CC(=C3C2=O)O)O)NCCNCCO. Drug 2: CC1C(C(CC(O1)OC2CC(OC(C2O)C)OC3=CC4=CC5=C(C(=O)C(C(C5)C(C(=O)C(C(C)O)O)OC)OC6CC(C(C(O6)C)O)OC7CC(C(C(O7)C)O)OC8CC(C(C(O8)C)O)(C)O)C(=C4C(=C3C)O)O)O)O. Cell line: SNB-19. Synergy scores: CSS=44.9, Synergy_ZIP=1.44, Synergy_Bliss=1.81, Synergy_Loewe=-13.4, Synergy_HSA=2.05. (2) Drug 1: C1=C(C(=O)NC(=O)N1)F. Drug 2: CN1C2=C(C=C(C=C2)N(CCCl)CCCl)N=C1CCCC(=O)O.Cl. Cell line: SK-MEL-28. Synergy scores: CSS=29.8, Synergy_ZIP=5.45, Synergy_Bliss=3.71, Synergy_Loewe=-3.49, Synergy_HSA=2.90. (3) Drug 1: CN1CCC(CC1)COC2=C(C=C3C(=C2)N=CN=C3NC4=C(C=C(C=C4)Br)F)OC. Drug 2: C1=NNC2=C1C(=O)NC=N2. Cell line: HCT-15. Synergy scores: CSS=6.82, Synergy_ZIP=-1.29, Synergy_Bliss=-1.51, Synergy_Loewe=-13.7, Synergy_HSA=-4.08. (4) Drug 2: CC12CCC3C(C1CCC2O)C(CC4=C3C=CC(=C4)O)CCCCCCCCCS(=O)CCCC(C(F)(F)F)(F)F. Drug 1: C1CN1P(=S)(N2CC2)N3CC3. Cell line: HOP-92. Synergy scores: CSS=11.1, Synergy_ZIP=-6.42, Synergy_Bliss=-4.46, Synergy_Loewe=-4.51, Synergy_HSA=-2.80. (5) Drug 1: CCC1(CC2CC(C3=C(CCN(C2)C1)C4=CC=CC=C4N3)(C5=C(C=C6C(=C5)C78CCN9C7C(C=CC9)(C(C(C8N6C)(C(=O)OC)O)OC(=O)C)CC)OC)C(=O)OC)O.OS(=O)(=O)O. Drug 2: CCC1=C2CN3C(=CC4=C(C3=O)COC(=O)C4(CC)O)C2=NC5=C1C=C(C=C5)O. Cell line: MDA-MB-435. Synergy scores: CSS=32.7, Synergy_ZIP=-6.39, Synergy_Bliss=-4.12, Synergy_Loewe=-5.29, Synergy_HSA=-5.59. (6) Drug 1: CS(=O)(=O)C1=CC(=C(C=C1)C(=O)NC2=CC(=C(C=C2)Cl)C3=CC=CC=N3)Cl. Cell line: LOX IMVI. Synergy scores: CSS=37.2, Synergy_ZIP=20.5, Synergy_Bliss=21.5, Synergy_Loewe=22.6, Synergy_HSA=22.7. Drug 2: C1CN(P(=O)(OC1)NCCCl)CCCl.